Dataset: Catalyst prediction with 721,799 reactions and 888 catalyst types from USPTO. Task: Predict which catalyst facilitates the given reaction. (1) Reactant: [NH2:1][C:2]1[CH:3]=[CH:4][C:5]([F:33])=[C:6]([C:8]23[CH2:16][N:15]([C:17]4[N:22]=[CH:21][C:20]([F:23])=[CH:19][N:18]=4)[CH2:14][CH:13]2[CH2:12][S:11][C:10]([NH:24][C:25](=[O:32])[C:26]2[CH:31]=[CH:30][CH:29]=[CH:28][CH:27]=2)=[N:9]3)[CH:7]=1.C(#N)C. Product: [NH2:1][C:2]1[CH:3]=[CH:4][C:5]([F:33])=[C:6]([C@:8]23[CH2:16][N:15]([C:17]4[N:22]=[CH:21][C:20]([F:23])=[CH:19][N:18]=4)[CH2:14][C@H:13]2[CH2:12][S:11][C:10]([NH:24][C:25](=[O:32])[C:26]2[CH:31]=[CH:30][CH:29]=[CH:28][CH:27]=2)=[N:9]3)[CH:7]=1. The catalyst class is: 5. (2) Reactant: [C:1]([O:5][C:6]([N:8]1[CH2:14][CH2:13][CH2:12][N:11]([C:15]([C:17]2[CH:18]=[C:19]3[C:23](=[CH:24][CH:25]=2)[N:22]([CH:26]([CH3:28])[CH3:27])[C:21]([C:29]([OH:31])=O)=[CH:20]3)=[O:16])[CH2:10][CH2:9]1)=[O:7])([CH3:4])([CH3:3])[CH3:2].[CH2:32]([O:34][C:35]([N:37]1[CH2:42][CH2:41][NH:40][CH2:39][CH2:38]1)=[O:36])[CH3:33].ON1C2C=CC=CC=2N=N1.Cl.CN(C)CCCN=C=NCC. Product: [C:1]([O:5][C:6]([N:8]1[CH2:14][CH2:13][CH2:12][N:11]([C:15]([C:17]2[CH:18]=[C:19]3[C:23](=[CH:24][CH:25]=2)[N:22]([CH:26]([CH3:27])[CH3:28])[C:21]([C:29]([N:40]2[CH2:39][CH2:38][N:37]([C:35]([O:34][CH2:32][CH3:33])=[O:36])[CH2:42][CH2:41]2)=[O:31])=[CH:20]3)=[O:16])[CH2:10][CH2:9]1)=[O:7])([CH3:3])([CH3:2])[CH3:4]. The catalyst class is: 10. (3) Reactant: Br[C:2]1[CH:7]=[CH:6][C:5]([CH:8]2[O:13][CH2:12][C:11]([CH3:15])([CH3:14])[CH2:10][O:9]2)=[CH:4][CH:3]=1.[Mg].[CH2:17](Br)[CH:18]=[CH2:19]. Product: [CH2:19]([C:2]1[CH:7]=[CH:6][C:5]([CH:8]2[O:13][CH2:12][C:11]([CH3:15])([CH3:14])[CH2:10][O:9]2)=[CH:4][CH:3]=1)[CH:18]=[CH2:17]. The catalyst class is: 1. (4) Reactant: BrC[C:3]1[CH:21]=[CH:20][C:6]([CH2:7][N:8]2[CH2:12][C@@H:11]([C:13]3[CH:18]=[CH:17][CH:16]=[CH:15][CH:14]=3)[O:10][C:9]2=[O:19])=[CH:5][CH:4]=1.[NH:22]1[CH2:27][CH2:26][O:25][CH2:24][CH2:23]1.[C:28](#N)C. Product: [N:22]1([CH2:28][CH:7]([N:8]2[CH2:12][C@@H:11]([C:13]3[CH:14]=[CH:15][CH:16]=[CH:17][CH:18]=3)[O:10][C:9]2=[O:19])[C:6]2[CH:5]=[CH:4][CH:3]=[CH:21][CH:20]=2)[CH2:27][CH2:26][O:25][CH2:24][CH2:23]1. The catalyst class is: 13. (5) Reactant: C[O:2][C:3]([CH:5]1[CH2:10][NH:9][CH2:8][CH2:7][N:6]1[C:11]([O:13][C:14]([CH3:17])([CH3:16])[CH3:15])=[O:12])=[O:4].CCN(C(C)C)C(C)C.[S:27](Cl)([CH3:30])(=[O:29])=[O:28]. Product: [C:14]([O:13][C:11]([N:6]1[CH2:7][CH2:8][N:9]([S:27]([CH3:30])(=[O:29])=[O:28])[CH2:10][CH:5]1[C:3]([OH:2])=[O:4])=[O:12])([CH3:17])([CH3:16])[CH3:15]. The catalyst class is: 2.